From a dataset of Forward reaction prediction with 1.9M reactions from USPTO patents (1976-2016). Predict the product of the given reaction. (1) Given the reactants [F:1][C:2]1[CH:7]=[CH:6][CH:5]=[C:4]([F:8])[C:3]=1[N:9]1[C:14]2[N:15]=[C:16](S(C)(=O)=O)[N:17]=[C:18]([C:19]3[CH:20]=[C:21]([NH:26][C:27]([C:29]4[S:30][CH:31]=[CH:32][CH:33]=4)=[O:28])[CH:22]=[CH:23][C:24]=3[CH3:25])[C:13]=2[CH:12]=[CH:11][C:10]1=[O:38].[CH3:39][C:40]1([CH3:49])[CH2:45][CH:44]([NH2:46])[CH2:43][C:42]([CH3:48])([CH3:47])[NH:41]1, predict the reaction product. The product is: [F:1][C:2]1[CH:7]=[CH:6][CH:5]=[C:4]([F:8])[C:3]=1[N:9]1[C:14]2[N:15]=[C:16]([NH:46][CH:44]3[CH2:45][C:40]([CH3:49])([CH3:39])[NH:41][C:42]([CH3:48])([CH3:47])[CH2:43]3)[N:17]=[C:18]([C:19]3[CH:20]=[C:21]([NH:26][C:27]([C:29]4[S:30][CH:31]=[CH:32][CH:33]=4)=[O:28])[CH:22]=[CH:23][C:24]=3[CH3:25])[C:13]=2[CH:12]=[CH:11][C:10]1=[O:38]. (2) Given the reactants [CH2:1]1[C:3]2([CH2:8][O:7][CH:6]([CH2:9][O:10][C:11]3[CH:16]=[CH:15][N:14]=[C:13]([CH2:17][S:18][C:19]4[NH:23][C:22]5[CH:24]=[CH:25][CH:26]=[CH:27][C:21]=5[N:20]=4)[C:12]=3[CH3:28])[O:5][CH2:4]2)[CH2:2]1.ClC1C=CC=C(C(OO)=[O:37])C=1.C(=O)([O-])O.[Na+], predict the reaction product. The product is: [CH2:2]1[C:3]2([CH2:4][O:5][CH:6]([CH2:9][O:10][C:11]3[CH:16]=[CH:15][N:14]=[C:13]([CH2:17][S:18]([C:19]4[NH:20][C:21]5[CH:27]=[CH:26][CH:25]=[CH:24][C:22]=5[N:23]=4)=[O:37])[C:12]=3[CH3:28])[O:7][CH2:8]2)[CH2:1]1. (3) Given the reactants [Br:1][C:2]1[C:6](C(O)=O)=[CH:5][N:4]([C:10]2[CH:11]=[N:12][CH:13]=[CH:14][CH:15]=2)[N:3]=1.[CH3:16][C:17]([OH:20])([CH3:19])[CH3:18].C([N:23]([CH2:26]C)CC)C.C1(P(N=[N+]=[N-])(C2C=CC=CC=2)=[O:35])C=CC=CC=1, predict the reaction product. The product is: [Br:1][C:2]1[C:6]([NH:23][C:26](=[O:35])[O:20][C:17]([CH3:19])([CH3:18])[CH3:16])=[CH:5][N:4]([C:10]2[CH:11]=[N:12][CH:13]=[CH:14][CH:15]=2)[N:3]=1.